From a dataset of Reaction yield outcomes from USPTO patents with 853,638 reactions. Predict the reaction yield, written as a fraction of the theoretical maximum amount of product (1.0 means a 100% yield; for example, 0.34 means a 34% yield). (1) The reactants are I[C:2]1[CH:7]=[CH:6][N:5]([CH3:8])[C:4](=[O:9])[CH:3]=1.[OH:10][C:11]([CH3:44])([CH3:43])[CH2:12][C@@:13]1([C:37]2[CH:42]=[CH:41][CH:40]=[CH:39][CH:38]=2)[O:18][C:17](=[O:19])[N:16]([C@H:20]([C:22]2[CH:27]=[CH:26][C:25](B3OC(C)(C)C(C)(C)O3)=[CH:24][CH:23]=2)[CH3:21])[CH2:15][CH2:14]1.C([O-])([O-])=O.[Cs+].[Cs+]. The catalyst is O1CCOCC1. The product is [OH:10][C:11]([CH3:43])([CH3:44])[CH2:12][C@@:13]1([C:37]2[CH:42]=[CH:41][CH:40]=[CH:39][CH:38]=2)[O:18][C:17](=[O:19])[N:16]([C@H:20]([C:22]2[CH:23]=[CH:24][C:25]([C:2]3[CH:7]=[CH:6][N:5]([CH3:8])[C:4](=[O:9])[CH:3]=3)=[CH:26][CH:27]=2)[CH3:21])[CH2:15][CH2:14]1. The yield is 0.280. (2) The reactants are Cl[C:2]1[C:3]2[CH2:17][CH2:16][CH2:15][C:4]=2[N:5]=[C:6]([C:8]2[CH:13]=[CH:12][CH:11]=[C:10]([Cl:14])[CH:9]=2)[N:7]=1.[NH2:18][CH2:19][CH2:20][CH2:21][C:22]([NH2:24])=[O:23].C(N(CC)C(C)C)(C)C. The catalyst is CN1C(=O)CCC1. The product is [Cl:14][C:10]1[CH:9]=[C:8]([C:6]2[N:7]=[C:2]([NH:18][CH2:19][CH2:20][CH2:21][C:22]([NH2:24])=[O:23])[C:3]3[CH2:17][CH2:16][CH2:15][C:4]=3[N:5]=2)[CH:13]=[CH:12][CH:11]=1. The yield is 0.610. (3) The reactants are [F:1][C:2]([F:13])([CH2:8][NH:9][CH:10]([CH3:12])[CH3:11])[C:3]([O:5][CH2:6][CH3:7])=[O:4].C([O-])([O-])=O.[K+].[K+].[Cl:20][C:21]1[N:26]=[C:25](Cl)[C:24]([N+:28]([O-:30])=[O:29])=[CH:23][N:22]=1. The catalyst is CC(C)=O.ClCCl. The product is [Cl:20][C:21]1[N:26]=[C:25]([N:9]([CH:10]([CH3:12])[CH3:11])[CH2:8][C:2]([F:13])([F:1])[C:3]([O:5][CH2:6][CH3:7])=[O:4])[C:24]([N+:28]([O-:30])=[O:29])=[CH:23][N:22]=1. The yield is 0.720. (4) The reactants are Cl[S:2]([N:5]=[C:6]=[O:7])(=[O:4])=[O:3].C[C:9]([OH:12])([CH3:11])C.[CH2:13]([O:15][C:16](=[O:19])[CH2:17][NH2:18])[CH3:14].[CH3:20][CH2:21]N(CC)CC.Cl. The catalyst is C(Cl)Cl. The product is [CH2:9]([O:12][C:6]([NH:5][S:2]([NH:18][CH2:17][C:16]([O:15][CH2:13][CH3:14])=[O:19])(=[O:4])=[O:3])=[O:7])[CH2:11][CH2:20][CH3:21]. The yield is 0.850. (5) The reactants are [CH2:1]([C:3]1([CH2:20][CH3:21])[C:11]2[C:6](=[CH:7][CH:8]=[C:9]([NH:12][C:13](=[O:15])[CH3:14])[CH:10]=2)[N:5]([CH:16]([CH3:18])[CH3:17])[C:4]1=[O:19])[CH3:2].[N+:22]([O-:25])([OH:24])=[O:23]. The catalyst is S(=O)(=O)(O)O. The product is [CH2:20]([C:3]1([CH2:1][CH3:2])[C:11]2[C:6](=[CH:7][C:8]([N+:22]([O-:24])=[O:23])=[C:9]([NH:12][C:13](=[O:15])[CH3:14])[CH:10]=2)[N:5]([CH:16]([CH3:17])[CH3:18])[C:4]1=[O:19])[CH3:21].[CH2:20]([C:3]1([CH2:1][CH3:2])[C:11]2[C:6](=[C:7]([N+:22]([O-:25])=[O:23])[CH:8]=[C:9]([NH:12][C:13](=[O:15])[CH3:14])[CH:10]=2)[N:5]([CH:16]([CH3:17])[CH3:18])[C:4]1=[O:19])[CH3:21]. The yield is 0.180. (6) The reactants are [F:1][C:2]([F:33])([F:32])[C:3]1[CH:4]=[C:5]([CH:25]=[C:26]([C:28]([F:31])([F:30])[F:29])[CH:27]=1)[CH2:6][N:7]([CH3:24])[C@@H:8]1[CH2:12][N:11]([CH2:13][C:14]2[CH:19]=[CH:18][CH:17]=[C:16]([Cl:20])[CH:15]=2)[C@H:10]([C:21]([OH:23])=O)[CH2:9]1.[F:34][C:35]1[CH:40]=[CH:39][CH:38]=[CH:37][C:36]=1[N:41]1[CH2:46][CH2:45][NH:44][CH2:43][CH2:42]1. No catalyst specified. The product is [F:29][C:28]([F:31])([F:30])[C:26]1[CH:25]=[C:5]([CH:4]=[C:3]([C:2]([F:1])([F:32])[F:33])[CH:27]=1)[CH2:6][N:7]([CH3:24])[C@@H:8]1[CH2:12][N:11]([CH2:13][C:14]2[CH:19]=[CH:18][CH:17]=[C:16]([Cl:20])[CH:15]=2)[C@H:10]([C:21]([N:44]2[CH2:43][CH2:42][N:41]([C:36]3[CH:37]=[CH:38][CH:39]=[CH:40][C:35]=3[F:34])[CH2:46][CH2:45]2)=[O:23])[CH2:9]1. The yield is 0.110.